Dataset: NCI-60 drug combinations with 297,098 pairs across 59 cell lines. Task: Regression. Given two drug SMILES strings and cell line genomic features, predict the synergy score measuring deviation from expected non-interaction effect. (1) Drug 1: C1=CC(=CC=C1C#N)C(C2=CC=C(C=C2)C#N)N3C=NC=N3. Drug 2: CCC(=C(C1=CC=CC=C1)C2=CC=C(C=C2)OCCN(C)C)C3=CC=CC=C3.C(C(=O)O)C(CC(=O)O)(C(=O)O)O. Cell line: OVCAR-8. Synergy scores: CSS=2.01, Synergy_ZIP=-0.700, Synergy_Bliss=-2.88, Synergy_Loewe=0.646, Synergy_HSA=-2.27. (2) Drug 1: CCC1(CC2CC(C3=C(CCN(C2)C1)C4=CC=CC=C4N3)(C5=C(C=C6C(=C5)C78CCN9C7C(C=CC9)(C(C(C8N6C=O)(C(=O)OC)O)OC(=O)C)CC)OC)C(=O)OC)O.OS(=O)(=O)O. Drug 2: C1CCC(C(C1)N)N.C(=O)(C(=O)[O-])[O-].[Pt+4]. Cell line: OVCAR-8. Synergy scores: CSS=16.4, Synergy_ZIP=-8.14, Synergy_Bliss=2.47, Synergy_Loewe=0.673, Synergy_HSA=1.77. (3) Drug 1: CN(C)N=NC1=C(NC=N1)C(=O)N. Drug 2: CC1=C(C=C(C=C1)C(=O)NC2=CC(=CC(=C2)C(F)(F)F)N3C=C(N=C3)C)NC4=NC=CC(=N4)C5=CN=CC=C5. Cell line: HOP-62. Synergy scores: CSS=0.973, Synergy_ZIP=0.0510, Synergy_Bliss=-2.05, Synergy_Loewe=-8.74, Synergy_HSA=-5.51. (4) Drug 1: C1=CC=C(C=C1)NC(=O)CCCCCCC(=O)NO. Drug 2: C1C(C(OC1N2C=NC3=C2NC=NCC3O)CO)O. Cell line: KM12. Synergy scores: CSS=19.4, Synergy_ZIP=-1.39, Synergy_Bliss=12.0, Synergy_Loewe=1.07, Synergy_HSA=1.88. (5) Drug 1: CC1=C(C=C(C=C1)NC2=NC=CC(=N2)N(C)C3=CC4=NN(C(=C4C=C3)C)C)S(=O)(=O)N.Cl. Drug 2: CC(C)NC(=O)C1=CC=C(C=C1)CNNC.Cl. Cell line: SN12C. Synergy scores: CSS=4.58, Synergy_ZIP=-2.14, Synergy_Bliss=2.21, Synergy_Loewe=2.59, Synergy_HSA=2.53.